This data is from Forward reaction prediction with 1.9M reactions from USPTO patents (1976-2016). The task is: Predict the product of the given reaction. (1) Given the reactants Br[C:2]1[C:11]2[C:6](=[C:7]([Cl:12])[CH:8]=[CH:9][CH:10]=2)[CH:5]=[CH:4][C:3]=1[CH3:13].C([Li])CCC.CN(C)[CH:21]=[O:22], predict the reaction product. The product is: [Cl:12][C:7]1[CH:8]=[CH:9][CH:10]=[C:11]2[C:6]=1[CH:5]=[CH:4][C:3]([CH3:13])=[C:2]2[CH:21]=[O:22]. (2) The product is: [Cl:12][CH:7]([C:1]1[CH:6]=[CH:5][CH:4]=[CH:3][CH:2]=1)[C:8](=[O:10])[CH3:9]. Given the reactants [C:1]1([CH2:7][C:8](=[O:10])[CH3:9])[CH:6]=[CH:5][CH:4]=[CH:3][CH:2]=1.C(Cl)(Cl)(Cl)[Cl:12], predict the reaction product.